Dataset: Catalyst prediction with 721,799 reactions and 888 catalyst types from USPTO. Task: Predict which catalyst facilitates the given reaction. (1) Reactant: [N:1]1([C:6]([NH:8][C:9]2[N:14]=[CH:13][C:12]([O:15][C:16]3[CH:17]=[C:18]([NH:22]C(=O)OC(C)(C)C)[CH:19]=[CH:20][CH:21]=3)=[CH:11][CH:10]=2)=[O:7])[CH2:5][CH2:4][CH2:3][CH2:2]1.C(O)(C(F)(F)F)=O. Product: [NH2:22][C:18]1[CH:17]=[C:16]([CH:21]=[CH:20][CH:19]=1)[O:15][C:12]1[CH:11]=[CH:10][C:9]([NH:8][C:6]([N:1]2[CH2:2][CH2:3][CH2:4][CH2:5]2)=[O:7])=[N:14][CH:13]=1. The catalyst class is: 2. (2) Reactant: [NH2:1][CH:2]1[C:16](=[O:17])[N:15]2[CH2:18][C@H:19]([O:21][C:22]3[CH:27]=[C:26]([C:28]4[CH:33]=[CH:32][CH:31]=[CH:30][N:29]=4)[N:25]=[C:24]4[CH:34]=[CH:35][S:36][C:23]=34)[CH2:20][C@H:14]2[C:13](=[O:37])[NH:12][C@:11]2([C:39]([O:41][CH3:42])=[O:40])[CH2:38][C@H:10]2[CH:9]=[CH:8][CH2:7][CH2:6][CH2:5][CH2:4][CH2:3]1.[CH:43]1([CH2:46][C:47](O)=[O:48])[CH2:45][CH2:44]1.C(N(C(C)C)CC)(C)C.CN(C(ON1N=NC2C=CC=NC1=2)=[N+](C)C)C.F[P-](F)(F)(F)(F)F.C(=O)(O)[O-].[Na+]. Product: [CH:43]1([CH2:46][C:47]([NH:1][C@@H:2]2[C:16](=[O:17])[N:15]3[CH2:18][C@H:19]([O:21][C:22]4[CH:27]=[C:26]([C:28]5[CH:33]=[CH:32][CH:31]=[CH:30][N:29]=5)[N:25]=[C:24]5[CH:34]=[CH:35][S:36][C:23]=45)[CH2:20][C@H:14]3[C:13](=[O:37])[NH:12][C@:11]3([C:39]([O:41][CH3:42])=[O:40])[CH2:38][C@H:10]3[CH:9]=[CH:8][CH2:7][CH2:6][CH2:5][CH2:4][CH2:3]2)=[O:48])[CH2:45][CH2:44]1. The catalyst class is: 96. (3) Reactant: C[O:2][C:3]([C@@H:5]1[CH2:9][C@@H:8]([C:10]#[N:11])[CH2:7][NH:6]1)=O.[NH3:12]. Product: [C:10]([C@H:8]1[CH2:7][NH:6][C@H:5]([C:3]([NH2:12])=[O:2])[CH2:9]1)#[N:11]. The catalyst class is: 5. (4) Reactant: C[O:2][C:3]([C:5]1[CH:6]=[CH:7][C:8]2[C@:14]3([CH2:22][C:23]4[CH:28]=[CH:27][CH:26]=[CH:25][CH:24]=4)[CH2:15][CH2:16][C@@:17]([CH2:20][CH3:21])([OH:19])[CH2:18][C@@H:13]3[CH2:12][CH2:11][CH2:10][C:9]=2[CH:29]=1)=O.[CH3:30][C:31]1[N:36]=[C:35]([CH3:37])[C:34]([NH2:38])=[CH:33][N:32]=1.[Li+].C[Si]([N-][Si](C)(C)C)(C)C. Product: [CH3:30][C:31]1[N:36]=[C:35]([CH3:37])[C:34]([NH:38][C:3]([C:5]2[CH:6]=[CH:7][C:8]3[C@:14]4([CH2:22][C:23]5[CH:28]=[CH:27][CH:26]=[CH:25][CH:24]=5)[CH2:15][CH2:16][C@@:17]([CH2:20][CH3:21])([OH:19])[CH2:18][C@@H:13]4[CH2:12][CH2:11][CH2:10][C:9]=3[CH:29]=2)=[O:2])=[CH:33][N:32]=1. The catalyst class is: 260.